This data is from Full USPTO retrosynthesis dataset with 1.9M reactions from patents (1976-2016). The task is: Predict the reactants needed to synthesize the given product. (1) Given the product [CH2:1]([O:3][C:4](=[O:22])[C:5]([CH3:21])([O:14][C:15]1[CH:20]=[CH:19][CH:18]=[CH:17][CH:16]=1)[CH2:6][C:7]1[CH:12]=[CH:11][C:10]([O:13][CH2:35][CH2:34][C:32]2[N:33]=[C:29]([C:24]3[CH:23]=[CH:28][C:27]([C:7]4[CH:12]=[CH:11][CH:10]=[CH:9][CH:8]=4)=[CH:26][CH:25]=3)[O:30][C:31]=2[CH3:47])=[CH:9][CH:8]=1)[CH3:2], predict the reactants needed to synthesize it. The reactants are: [CH2:1]([O:3][C:4](=[O:22])[C:5]([CH3:21])([O:14][C:15]1[CH:20]=[CH:19][CH:18]=[CH:17][CH:16]=1)[CH2:6][C:7]1[CH:12]=[CH:11][C:10]([OH:13])=[CH:9][CH:8]=1)[CH3:2].[C:23]1(C2C=CC=CC=2)[CH:28]=[CH:27][CH:26]=[CH:25][C:24]=1[C:29]1[O:30][C:31]([CH3:47])=[C:32]([CH2:34][CH2:35]OS(C2C=CC(C)=CC=2)(=O)=O)[N:33]=1.C([O-])([O-])=O.[Cs+].[Cs+]. (2) Given the product [NH2:1][C:2]1[C:11]2[C:6](=[CH:7][C:8]([CH2:12][N:13]3[CH2:18][CH2:17][N:16]([CH2:22][C:23]4[N:24]=[CH:25][C:26]5[C:31]([CH:32]=4)=[CH:30][CH:29]=[C:28]([Cl:33])[CH:27]=5)[C@@H:15]([CH3:19])[C:14]3=[O:20])=[CH:9][CH:10]=2)[N:5]=[CH:4][N:3]=1, predict the reactants needed to synthesize it. The reactants are: [NH2:1][C:2]1[C:11]2[C:6](=[CH:7][C:8]([CH2:12][N:13]3[CH2:18][CH2:17][NH:16][CH:15]([CH3:19])[C:14]3=[O:20])=[CH:9][CH:10]=2)[N:5]=[CH:4][N:3]=1.Br[CH2:22][C:23]1[N:24]=[CH:25][C:26]2[C:31]([CH:32]=1)=[CH:30][CH:29]=[C:28]([Cl:33])[CH:27]=2.C([O-])([O-])=O.[K+].[K+]. (3) The reactants are: N[C@H]1C[C@@H](N2C=NC3C2=NC([Cl:33])=NC=3NCC(C2C=CC(O)=CC=2)C2C=CC(O)=CC=2)[C@H](O)[C@@H]1O.C(OC(=O)[NH:42][C@H:43]1[CH2:47][C@@H:46]([N:48]2[CH:56]=[N:55][C:54]3[C:49]2=[N:50][C:51]([C:72](=[O:92])[NH:73][CH2:74][CH2:75][NH:76][C:77]([NH:79][CH:80]2[CH2:85][CH2:84][N:83]([C:86]4[CH:91]=[CH:90][CH:89]=[CH:88][N:87]=4)[CH2:82][CH2:81]2)=[O:78])=[N:52][C:53]=3[NH:57][CH2:58][CH:59]([C:66]2[CH:71]=[CH:70][CH:69]=[CH:68][CH:67]=2)[C:60]2[CH:65]=[CH:64][CH:63]=[CH:62][CH:61]=2)[C@H:45]([OH:93])[C@@H:44]1[OH:94])(C)(C)C. Given the product [ClH:33].[ClH:33].[N:83]1([C:86]2[CH:91]=[CH:90][CH:89]=[CH:88][N:87]=2)[CH2:84][CH2:85][CH:80]([NH:79][C:77](=[O:78])[NH:76][CH2:75][CH2:74][NH:73][C:72]([C:51]2[N:50]=[C:49]3[C:54]([N:55]=[CH:56][N:48]3[C@@H:46]3[CH2:47][C@H:43]([NH2:42])[C@@H:44]([OH:94])[C@H:45]3[OH:93])=[C:53]([NH:57][CH2:58][CH:59]([C:66]3[CH:71]=[CH:70][CH:69]=[CH:68][CH:67]=3)[C:60]3[CH:61]=[CH:62][CH:63]=[CH:64][CH:65]=3)[N:52]=2)=[O:92])[CH2:81][CH2:82]1, predict the reactants needed to synthesize it.